Task: Predict the reaction yield, written as a fraction of the theoretical maximum amount of product (1.0 means a 100% yield; for example, 0.34 means a 34% yield).. Dataset: Reaction yield outcomes from USPTO patents with 853,638 reactions The reactants are [CH3:1][C:2]1[CH:25]=[CH:24][C:5]([CH2:6][CH2:7][C:8]2[S:9][C:10]3[N:11]=[C:12]([NH2:23])[N:13]=[C:14]([N:17]4[CH2:22][CH2:21][NH:20][CH2:19][CH2:18]4)[C:15]=3[N:16]=2)=[CH:4][CH:3]=1.[Br:26][C:27]1[CH:37]=[CH:36][C:30]([O:31][CH2:32][C:33](O)=[O:34])=[CH:29][CH:28]=1. No catalyst specified. The product is [NH2:23][C:12]1[N:13]=[C:14]([N:17]2[CH2:18][CH2:19][N:20]([C:33](=[O:34])[CH2:32][O:31][C:30]3[CH:36]=[CH:37][C:27]([Br:26])=[CH:28][CH:29]=3)[CH2:21][CH2:22]2)[C:15]2[N:16]=[C:8]([CH2:7][CH2:6][C:5]3[CH:4]=[CH:3][C:2]([CH3:1])=[CH:25][CH:24]=3)[S:9][C:10]=2[N:11]=1. The yield is 0.470.